Dataset: Full USPTO retrosynthesis dataset with 1.9M reactions from patents (1976-2016). Task: Predict the reactants needed to synthesize the given product. (1) Given the product [OH:61][CH2:60][C@@H:44]1[C@@H:45]([OH:56])[C@H:46]([OH:52])[C@H:47]([OH:48])[C@@H:42]([C:38]2[CH:39]=[CH:40][CH:41]=[C:36]([C:33]3[CH:32]=[CH:31][C:30]([C:26]4[CH:27]=[CH:28][CH:29]=[C:24]([C@@H:8]5[C@@H:9]([OH:20])[C@@H:10]([OH:16])[C@H:11]([OH:12])[C@@H:6]([CH2:5][OH:4])[O:7]5)[CH:25]=4)=[CH:35][CH:34]=3)[CH:37]=2)[O:43]1, predict the reactants needed to synthesize it. The reactants are: C([O:4][CH2:5][C@@H:6]1[C@@H:11]([O:12]C(=O)C)[C@H:10]([O:16]C(=O)C)[C@H:9]([O:20]C(=O)C)[C@@H:8]([C:24]2[CH:29]=[CH:28][CH:27]=[C:26]([C:30]3[CH:35]=[CH:34][C:33]([C:36]4[CH:41]=[CH:40][CH:39]=[C:38]([C@@H:42]5[C@@H:47]([O:48]C(=O)C)[C@@H:46]([O:52]C(=O)C)[C@H:45]([O:56]C(=O)C)[C@@H:44]([CH2:60][O:61]C(=O)C)[O:43]5)[CH:37]=4)=[CH:32][CH:31]=3)[CH:25]=2)[O:7]1)(=O)C.CO.CO[Na]. (2) Given the product [OH:11][C:8]([C:5]1[N:6]=[CH:7][C:2]([N:25]2[CH2:24][C@@:23]3([CH2:29][CH2:30][CH2:31][C@@:21]([CH2:32][N:33]4[C:37]5[CH:38]=[C:39]([C:42]#[N:43])[CH:40]=[CH:41][C:36]=5[N:35]=[CH:34]4)([CH3:20])[CH2:22]3)[O:27][C:26]2=[O:28])=[N:3][CH:4]=1)([CH3:10])[CH3:9], predict the reactants needed to synthesize it. The reactants are: Cl[C:2]1[N:3]=[CH:4][C:5]([C:8]([OH:11])([CH3:10])[CH3:9])=[N:6][CH:7]=1.[O-]P([O-])([O-])=O.[K+].[K+].[K+].[CH3:20][C@:21]1([CH2:32][N:33]2[C:37]3[CH:38]=[C:39]([C:42]#[N:43])[CH:40]=[CH:41][C:36]=3[N:35]=[CH:34]2)[CH2:31][CH2:30][CH2:29][C@:23]2([O:27][C:26](=[O:28])[NH:25][CH2:24]2)[CH2:22]1.CNCCNC. (3) Given the product [F:16][C:13]1[CH:14]=[CH:15][C:10]([CH2:9][NH:8][C:6](=[O:7])[C:5]2[C:17]([CH:19]([CH3:21])[CH3:20])=[CH:18][C:2]([NH:27][C:26]3[CH:28]=[CH:29][CH:30]=[C:24]([C:23]([F:22])([F:31])[F:32])[CH:25]=3)=[N:3][CH:4]=2)=[CH:11][CH:12]=1, predict the reactants needed to synthesize it. The reactants are: Cl[C:2]1[CH:18]=[C:17]([CH:19]([CH3:21])[CH3:20])[C:5]([C:6]([NH:8][CH2:9][C:10]2[CH:15]=[CH:14][C:13]([F:16])=[CH:12][CH:11]=2)=[O:7])=[CH:4][N:3]=1.[F:22][C:23]([F:32])([F:31])[C:24]1[CH:25]=[C:26]([CH:28]=[CH:29][CH:30]=1)[NH2:27].CS(O)(=O)=O.O1CCOCC1.